Dataset: Catalyst prediction with 721,799 reactions and 888 catalyst types from USPTO. Task: Predict which catalyst facilitates the given reaction. (1) Reactant: [N:1]1[CH:6]=[CH:5][CH:4]=[C:3]2[CH2:7][N:8]([C:10]3[CH:15]=[CH:14][C:13]([N:16]4[CH2:20][C@H:19]([C:21]([O:23]C)=O)[O:18][C:17]4=[O:25])=[CH:12][C:11]=3[F:26])[CH2:9][C:2]=12.[NH3:27]. Product: [N:1]1[CH:6]=[CH:5][CH:4]=[C:3]2[CH2:7][N:8]([C:10]3[CH:15]=[CH:14][C:13]([N:16]4[CH2:20][C@H:19]([C:21]([NH2:27])=[O:23])[O:18][C:17]4=[O:25])=[CH:12][C:11]=3[F:26])[CH2:9][C:2]=12. The catalyst class is: 5. (2) Reactant: CS(C)=O.[Br:5][C:6]1[CH:11]=[CH:10][C:9]([N:12]2[CH:16]=[CH:15][C:14]([NH:17][C:18](=[O:28])[CH2:19][C:20]3[CH:25]=[CH:24][C:23]([C:26]#[N:27])=[CH:22][CH:21]=3)=[C:13]2[C:29]([O:31]CC)=O)=[CH:8][CH:7]=1.CC(C)([O-])C.[K+]. Product: [Br:5][C:6]1[CH:7]=[CH:8][C:9]([N:12]2[C:13]3[C:29]([OH:31])=[C:19]([C:20]4[CH:25]=[CH:24][C:23]([C:26]#[N:27])=[CH:22][CH:21]=4)[C:18](=[O:28])[NH:17][C:14]=3[CH:15]=[CH:16]2)=[CH:10][CH:11]=1. The catalyst class is: 6.